This data is from NCI-60 drug combinations with 297,098 pairs across 59 cell lines. The task is: Regression. Given two drug SMILES strings and cell line genomic features, predict the synergy score measuring deviation from expected non-interaction effect. (1) Drug 1: CC(C1=C(C=CC(=C1Cl)F)Cl)OC2=C(N=CC(=C2)C3=CN(N=C3)C4CCNCC4)N. Drug 2: C1=CN(C=N1)CC(O)(P(=O)(O)O)P(=O)(O)O. Cell line: HCC-2998. Synergy scores: CSS=16.7, Synergy_ZIP=-0.0412, Synergy_Bliss=3.81, Synergy_Loewe=0.361, Synergy_HSA=2.45. (2) Drug 1: CN1CCC(CC1)COC2=C(C=C3C(=C2)N=CN=C3NC4=C(C=C(C=C4)Br)F)OC. Drug 2: CNC(=O)C1=CC=CC=C1SC2=CC3=C(C=C2)C(=NN3)C=CC4=CC=CC=N4. Cell line: NCI-H322M. Synergy scores: CSS=31.9, Synergy_ZIP=0.897, Synergy_Bliss=2.37, Synergy_Loewe=-10.8, Synergy_HSA=1.68. (3) Drug 1: C1=CC(=CC=C1CCC2=CNC3=C2C(=O)NC(=N3)N)C(=O)NC(CCC(=O)O)C(=O)O. Drug 2: CCCCCOC(=O)NC1=NC(=O)N(C=C1F)C2C(C(C(O2)C)O)O. Cell line: HCT116. Synergy scores: CSS=49.7, Synergy_ZIP=3.03, Synergy_Bliss=1.76, Synergy_Loewe=-10.4, Synergy_HSA=1.44. (4) Drug 1: C1C(C(OC1N2C=NC3=C(N=C(N=C32)Cl)N)CO)O. Drug 2: CC(C)CN1C=NC2=C1C3=CC=CC=C3N=C2N. Cell line: HOP-62. Synergy scores: CSS=54.7, Synergy_ZIP=-2.27, Synergy_Bliss=-4.65, Synergy_Loewe=-3.74, Synergy_HSA=-2.55.